The task is: Predict which catalyst facilitates the given reaction.. This data is from Catalyst prediction with 721,799 reactions and 888 catalyst types from USPTO. (1) The catalyst class is: 15. Product: [Cl:1][C:2]1[N:7]=[C:6]([NH:8][C:9](=[O:11])[CH3:10])[CH:5]=[N:4][CH:3]=1. Reactant: [Cl:1][C:2]1[N:7]=[C:6]([NH2:8])[CH:5]=[N:4][CH:3]=1.[C:9](OC(=O)C)(=[O:11])[CH3:10].C([O-])(O)=O.[Na+]. (2) Reactant: [C:1]1([CH2:7][O:8][C:9]2[CH:17]=[CH:16][CH:15]=[C:14]3[C:10]=2[CH:11]=[CH:12][NH:13]3)[CH:6]=[CH:5][CH:4]=[CH:3][CH:2]=1.[C:18]1([CH2:24][O:25][C:26]2[CH:31]=[C:30]([F:32])[C:29](Br)=[CH:28][C:27]=2[F:34])[CH:23]=[CH:22][CH:21]=[CH:20][CH:19]=1.[O-]P([O-])([O-])=O.[K+].[K+].[K+].N1CCC[C@H]1C(O)=O. Product: [F:32][C:30]1[CH:31]=[C:26]([O:25][CH2:24][C:18]2[CH:23]=[CH:22][CH:21]=[CH:20][CH:19]=2)[C:27]([F:34])=[CH:28][C:29]=1[N:13]1[C:14]2[C:10](=[C:9]([O:8][CH2:7][C:1]3[CH:2]=[CH:3][CH:4]=[CH:5][CH:6]=3)[CH:17]=[CH:16][CH:15]=2)[CH:11]=[CH:12]1. The catalyst class is: 3. (3) Reactant: [ClH:1].O1CCOCC1.[C:8]([C:10]1[CH:11]=[C:12]([C:20]2[O:24][N:23]=[C:22]([C:25]3[CH:49]=[CH:48][C:28]4[CH2:29][CH2:30][N:31]([C:34]([C@@H:36]([NH:40]C(=O)OC(C)(C)C)[C@H:37]([OH:39])[CH3:38])=[O:35])[CH2:32][CH2:33][C:27]=4[CH:26]=3)[N:21]=2)[CH:13]=[N:14][C:15]=1[O:16][CH:17]([CH3:19])[CH3:18])#[N:9]. Product: [ClH:1].[CH3:19][CH:17]([O:16][C:15]1[C:10]([C:8]#[N:9])=[CH:11][C:12]([C:20]2[O:24][N:23]=[C:22]([C:25]3[CH:49]=[CH:48][C:28]4[CH2:29][CH2:30][N:31]([C:34](=[O:35])[C@H:36]([C@@H:37]([CH3:38])[OH:39])[NH2:40])[CH2:32][CH2:33][C:27]=4[CH:26]=3)[N:21]=2)=[CH:13][N:14]=1)[CH3:18]. The catalyst class is: 2. (4) Reactant: [C:1]([C:3]1[C:4]([CH3:27])=[C:5]([C@@H:10]2[CH2:15][N:14]3[CH2:16][CH2:17][NH:18][CH2:19][C@H:13]3[CH2:12][N:11]2[C:20]([O:22][C:23]([CH3:26])([CH3:25])[CH3:24])=[O:21])[CH:6]=[CH:7][C:8]=1[F:9])#[N:2].[N:28]1([C:33]2[N:38]=[CH:37][C:36]3[CH:39]([C:42](O)=[O:43])[CH2:40][CH2:41][C:35]=3[CH:34]=2)[CH:32]=[N:31][N:30]=[N:29]1.CN(C(ON1N=NC2C=CC=NC1=2)=[N+](C)C)C.F[P-](F)(F)(F)(F)F.C(N(C(C)C)CC)(C)C. Product: [N:28]1([C:33]2[N:38]=[CH:37][C:36]3[CH:39]([C:42]([N:18]4[CH2:17][CH2:16][N:14]5[CH2:15][C@@H:10]([C:5]6[CH:6]=[CH:7][C:8]([F:9])=[C:3]([C:1]#[N:2])[C:4]=6[CH3:27])[N:11]([C:20]([O:22][C:23]([CH3:24])([CH3:26])[CH3:25])=[O:21])[CH2:12][C@@H:13]5[CH2:19]4)=[O:43])[CH2:40][CH2:41][C:35]=3[CH:34]=2)[CH:32]=[N:31][N:30]=[N:29]1. The catalyst class is: 39.